This data is from Catalyst prediction with 721,799 reactions and 888 catalyst types from USPTO. The task is: Predict which catalyst facilitates the given reaction. (1) Reactant: [C:1]([C:3]1[CH:14]=[CH:13][C:6]([CH2:7]OS(C)(=O)=O)=[CH:5][CH:4]=1)#[CH:2].C(N(CC)CC)C.[NH:22]1[CH2:27][CH2:26][O:25][CH2:24][CH2:23]1. Product: [C:1]([C:3]1[CH:14]=[CH:13][C:6]([CH2:7][N:22]2[CH2:27][CH2:26][O:25][CH2:24][CH2:23]2)=[CH:5][CH:4]=1)#[CH:2]. The catalyst class is: 4. (2) Reactant: [Br:1][C:2]1[CH:3]=[C:4]([OH:8])[CH:5]=[CH:6][CH:7]=1.Cl.[N:10]1[CH:15]=[CH:14][CH:13]=[CH:12][C:11]=1[CH2:16]Cl.C(=O)([O-])[O-].[K+].[K+]. Product: [Br:1][C:2]1[CH:3]=[C:4]([CH:5]=[CH:6][CH:7]=1)[O:8][CH2:16][C:11]1[CH:12]=[CH:13][CH:14]=[CH:15][N:10]=1. The catalyst class is: 3. (3) Reactant: [CH2:1]([O:3][C:4]1[CH:9]=[CH:8][C:7]([N+:10]([O-])=O)=[CH:6][N:5]=1)[CH3:2]. Product: [CH2:1]([O:3][C:4]1[CH:9]=[CH:8][C:7]([NH2:10])=[CH:6][N:5]=1)[CH3:2]. The catalyst class is: 29. (4) Reactant: [NH2:1][C:2]1[CH:3]=[C:4]([NH:8]/[C:9](=[C:16]2\[C:17](=[O:25])[NH:18][C:19]3[C:24]\2=[CH:23][CH:22]=[CH:21][CH:20]=3)/[C:10]2[CH:15]=[CH:14][CH:13]=[CH:12][CH:11]=2)[CH:5]=[CH:6][CH:7]=1.[F:26][C:27]([F:38])([F:37])[C:28](O[C:28](=[O:29])[C:27]([F:38])([F:37])[F:26])=[O:29]. Product: [F:26][C:27]([F:38])([F:37])[C:28]([NH:1][C:2]1[CH:3]=[C:4]([NH:8]/[C:9](=[C:16]2\[C:17](=[O:25])[NH:18][C:19]3[C:24]\2=[CH:23][CH:22]=[CH:21][CH:20]=3)/[C:10]2[CH:15]=[CH:14][CH:13]=[CH:12][CH:11]=2)[CH:5]=[CH:6][CH:7]=1)=[O:29]. The catalyst class is: 55.